Dataset: TCR-epitope binding with 47,182 pairs between 192 epitopes and 23,139 TCRs. Task: Binary Classification. Given a T-cell receptor sequence (or CDR3 region) and an epitope sequence, predict whether binding occurs between them. (1) The epitope is KAYNVTQAF. The TCR CDR3 sequence is CASYPGGSGNTGELFF. Result: 0 (the TCR does not bind to the epitope). (2) The epitope is EILDITPCSF. The TCR CDR3 sequence is CASSLSRTSQETQYF. Result: 1 (the TCR binds to the epitope). (3) The epitope is YSEHPTFTSQY. The TCR CDR3 sequence is CASSGTIGSLLTNEQFF. Result: 0 (the TCR does not bind to the epitope). (4) The epitope is FLYNLLTRV. The TCR CDR3 sequence is CASSQQAGGITYNEQFF. Result: 1 (the TCR binds to the epitope). (5) The epitope is VLQAVGACV. The TCR CDR3 sequence is CASSLGRLGTYEQYV. Result: 0 (the TCR does not bind to the epitope).